This data is from Forward reaction prediction with 1.9M reactions from USPTO patents (1976-2016). The task is: Predict the product of the given reaction. (1) Given the reactants FC(F)(F)S(O[C:7]1[C:16]([C:17](=[O:28])[C:18]2[CH:23]=[CH:22][C:21]([C:24]([F:27])([F:26])[F:25])=[CH:20][CH:19]=2)=[C:15]([CH:29]2[CH2:33][CH2:32][CH2:31][CH2:30]2)[CH:14]=[C:13]2[C:8]=1[C:9](=[O:36])[CH2:10][C:11]([CH3:35])([CH3:34])[O:12]2)(=O)=O.[F:39][C:40]1[CH:45]=[CH:44][C:43](B(O)O)=[CH:42][CH:41]=1.P([O-])([O-])([O-])=O.[K+].[K+].[K+], predict the reaction product. The product is: [CH:29]1([C:15]2[CH:14]=[C:13]3[C:8]([C:9](=[O:36])[CH2:10][C:11]([CH3:34])([CH3:35])[O:12]3)=[C:7]([C:43]3[CH:44]=[CH:45][C:40]([F:39])=[CH:41][CH:42]=3)[C:16]=2[C:17](=[O:28])[C:18]2[CH:19]=[CH:20][C:21]([C:24]([F:26])([F:27])[F:25])=[CH:22][CH:23]=2)[CH2:30][CH2:31][CH2:32][CH2:33]1. (2) Given the reactants [H-].[Na+].[CH3:3][C:4]1[NH:5][C:6]2[C:11]([C:12]=1[C:13]([O:15][C:16]([CH3:19])([CH3:18])[CH3:17])=[O:14])=[CH:10][CH:9]=[CH:8][CH:7]=2.[C:20](Cl)(=[O:27])[C:21]1[CH:26]=[CH:25][CH:24]=[CH:23][CH:22]=1, predict the reaction product. The product is: [C:20]([N:5]1[C:6]2[C:11](=[CH:10][CH:9]=[CH:8][CH:7]=2)[C:12]([C:13]([O:15][C:16]([CH3:19])([CH3:18])[CH3:17])=[O:14])=[C:4]1[CH3:3])(=[O:27])[C:21]1[CH:26]=[CH:25][CH:24]=[CH:23][CH:22]=1. (3) Given the reactants [NH2:1][C@H:2]([CH2:19][CH3:20])[CH2:3][NH:4][C:5]1[CH:10]=[CH:9][N:8]=[C:7]([C:11]2[CH:16]=[C:15]([Cl:17])[CH:14]=[CH:13][C:12]=2[OH:18])[N:6]=1.[CH:21](OCC)=[O:22], predict the reaction product. The product is: [Cl:17][C:15]1[CH:14]=[CH:13][C:12]([OH:18])=[C:11]([C:7]2[N:6]=[C:5]([NH:4][CH2:3][C@H:2]([NH:1][CH:21]=[O:22])[CH2:19][CH3:20])[CH:10]=[CH:9][N:8]=2)[CH:16]=1. (4) Given the reactants [NH2:1][C:2]1[CH:3]=[CH:4][C:5]2[O:10][CH2:9][C@H:8]([CH2:11]OS(C3C=CC(C)=CC=3)(=O)=O)[O:7][C:6]=2[C:23]=1[CH:24]=[N:25][OH:26].[NH:27]1[CH2:32][CH:31]=[C:30]([C:33]2[C:41]3[C:36](=[CH:37][CH:38]=[CH:39][CH:40]=3)[NH:35][CH:34]=2)[CH2:29][CH2:28]1.C(=O)(O)[O-].[Na+].[C:47](OCC)(OCC)(OCC)[CH3:48], predict the reaction product. The product is: [NH:35]1[C:36]2[C:41](=[CH:40][CH:39]=[CH:38][CH:37]=2)[C:33]([C:30]2[CH2:29][CH2:28][N:27]([CH2:11][CH:8]3[O:7][C:6]4=[C:23]5[C:2](=[CH:3][CH:4]=[C:5]4[O:10][CH2:9]3)[N:1]=[C:47]([CH3:48])[N+:25]([O-:26])=[CH:24]5)[CH2:32][CH:31]=2)=[CH:34]1.